Dataset: Catalyst prediction with 721,799 reactions and 888 catalyst types from USPTO. Task: Predict which catalyst facilitates the given reaction. (1) Reactant: [CH2:1]([O:8][C:9]1[CH:14]=[CH:13][C:12]([CH3:15])=[CH:11][C:10]=1[C:16]1[C:17]([CH2:27]CCC2C=CC=CC=2)=C(C)[CH:19]=[CH:20][C:21]=1S([O-])(=O)=O)[C:2]1[CH:7]=[CH:6][CH:5]=[CH:4][CH:3]=1.Cl.[CH:37]12[CH2:42][CH:41]1[CH2:40][NH:39][CH2:38]2.[C:43](=O)([O-])[O-].[K+].[K+].[I-].[K+].[C:51](#N)[CH3:52]. Product: [CH:37]12[CH2:42][CH:41]1[CH2:40][N:39]([CH2:27][CH2:17][CH:16]([C:10]1[CH:11]=[C:12]([CH3:15])[CH:13]=[CH:14][C:9]=1[O:8][CH2:1][C:2]1[CH:3]=[CH:4][CH:5]=[CH:6][CH:7]=1)[C:21]1[CH:20]=[CH:19][CH:52]=[CH:51][CH:43]=1)[CH2:38]2. The catalyst class is: 35. (2) Reactant: COC(C1CCCN1C(C1N2C(COCC2)=C(C(=O)N[C@@H](C2C=CC=CC=2)CC)C=1)=O)=O.[CH:33]([O:36][C:37]([CH:39]1[CH2:43]C[CH2:41][N:40]1[C:44]([C:46]1[N:54]2[C:49]([CH2:50][O:51][CH2:52][CH2:53]2)=[C:48]([C:55](=[O:66])[NH:56][C@@H:57]([C:60]2[CH:65]=[CH:64][CH:63]=[CH:62][CH:61]=2)[CH2:58][CH3:59])[CH:47]=1)=[O:45])=[O:38])(C)[CH3:34].C(O)(C)C. Product: [CH2:33]([O:36][C:37](=[O:38])[C@@H:39]([N:40]([CH3:41])[C:44]([C:46]1[N:54]2[C:49]([CH2:50][O:51][CH2:52][CH2:53]2)=[C:48]([C:55](=[O:66])[NH:56][C@@H:57]([C:60]2[CH:61]=[CH:62][CH:63]=[CH:64][CH:65]=2)[CH2:58][CH3:59])[CH:47]=1)=[O:45])[CH3:43])[CH3:34]. The catalyst class is: 8. (3) Reactant: C([N:8]1[CH2:12][CH:11]2[C:13](=[O:16])[CH2:14][CH2:15][CH:10]2[CH2:9]1)C1C=CC=CC=1.Cl[C:18]([O:20][CH2:21][C:22]1[CH:27]=[CH:26][CH:25]=[CH:24][CH:23]=1)=[O:19]. Product: [CH2:21]([O:20][C:18]([N:8]1[CH2:12][CH:11]2[C:13](=[O:16])[CH2:14][CH2:15][CH:10]2[CH2:9]1)=[O:19])[C:22]1[CH:27]=[CH:26][CH:25]=[CH:24][CH:23]=1. The catalyst class is: 4. (4) Reactant: [CH3:1][C:2]1[N:3]=[C:4]2[CH:12]=[CH:11][CH:10]=[C:9]3[N:5]2[C:6]=1[C:7]([S:13][CH2:14][CH2:15][CH2:16][CH2:17][N:18]1C(=O)C2=CC=CC=C2C1=O)=[N:8]3.O.NN. Product: [NH2:18][CH2:17][CH2:16][CH2:15][CH2:14][S:13][C:7]1[C:6]2=[C:2]([CH3:1])[N:3]=[C:4]3[N:5]2[C:9](=[CH:10][CH:11]=[CH:12]3)[N:8]=1. The catalyst class is: 8. (5) Reactant: Cl.[Br:2][C:3]1[CH:4]=[C:5]([Cl:14])[C:6]([C:9]([F:13])([CH3:12])[CH2:10][NH2:11])=[N:7][CH:8]=1.[F:15][C:16]([F:27])([F:26])[C:17]1[CH:25]=[CH:24][CH:23]=[CH:22][C:18]=1[C:19](Cl)=[O:20]. Product: [Br:2][C:3]1[CH:4]=[C:5]([Cl:14])[C:6]([C:9]([F:13])([CH3:12])[CH2:10][NH:11][C:19](=[O:20])[C:18]2[CH:22]=[CH:23][CH:24]=[CH:25][C:17]=2[C:16]([F:15])([F:26])[F:27])=[N:7][CH:8]=1. The catalyst class is: 46. (6) Reactant: C([O:4][CH2:5][C@@H:6]1[C@@H:11]([O:12]C(=O)C)[C@H:10]([O:16]C(=O)C)[C@@H:9]([O:20]C(=O)C)[C@H:8]([N:24]2[C:32]3[C:27](=[C:28]([CH3:33])[CH:29]=[CH:30][CH:31]=3)[C:26]([CH2:34][C:35]3[CH:40]=[CH:39][C:38]([O:41][CH2:42][CH2:43][CH2:44][N:45]4[CH2:50][C:49]5([CH2:55][CH2:54][N:53]([C:56](=[O:66])[CH2:57][NH:58][C:59](=[O:65])[NH:60][CH2:61][CH:62]([CH3:64])[CH3:63])[CH2:52][CH2:51]5)[CH2:48][CH2:47][CH2:46]4)=[CH:37][CH:36]=3)=[CH:25]2)[O:7]1)(=O)C.CO.C[O-].[Na+]. Product: [CH2:61]([NH:60][C:59]([NH:58][CH2:57][C:56]([N:53]1[CH2:54][CH2:55][C:49]2([CH2:48][CH2:47][CH2:46][N:45]([CH2:44][CH2:43][CH2:42][O:41][C:38]3[CH:37]=[CH:36][C:35]([CH2:34][C:26]4[C:27]5[C:32](=[CH:31][CH:30]=[CH:29][C:28]=5[CH3:33])[N:24]([C@H:8]5[C@H:9]([OH:20])[C@@H:10]([OH:16])[C@H:11]([OH:12])[C@@H:6]([CH2:5][OH:4])[O:7]5)[CH:25]=4)=[CH:40][CH:39]=3)[CH2:50]2)[CH2:51][CH2:52]1)=[O:66])=[O:65])[CH:62]([CH3:64])[CH3:63]. The catalyst class is: 6. (7) The catalyst class is: 545. Reactant: [NH2:1][C:2]1[CH:3]=[C:4]([CH:7]=[CH:8][CH:9]=1)[CH2:5][NH2:6].C(N(CC)CC)C.[C:17](O[C:17]([O:19][C:20]([CH3:23])([CH3:22])[CH3:21])=[O:18])([O:19][C:20]([CH3:23])([CH3:22])[CH3:21])=[O:18]. Product: [NH2:1][C:2]1[CH:3]=[C:4]([CH:7]=[CH:8][CH:9]=1)[CH2:5][NH:6][C:17](=[O:18])[O:19][C:20]([CH3:23])([CH3:22])[CH3:21]. (8) Reactant: [H-].[Al+3].[Li+].[H-].[H-].[H-].[CH2:7]([N:14]1[C:22]2[C:17](=[CH:18][C:19]([O:23][CH2:24][O:25][CH3:26])=[CH:20][CH:21]=2)[C:16]([C:27](OCC)=[O:28])=[C:15]1[CH:32]([CH3:34])[CH3:33])[C:8]1[CH:13]=[CH:12][CH:11]=[CH:10][CH:9]=1.C(N1C2C(=CC(OCOC)=CC=2)C(C(O)=O)=C1C(C)C)C1C=CC=CC=1. Product: [CH2:7]([N:14]1[C:22]2[C:17](=[CH:18][C:19]([O:23][CH2:24][O:25][CH3:26])=[CH:20][CH:21]=2)[C:16]([CH2:27][OH:28])=[C:15]1[CH:32]([CH3:34])[CH3:33])[C:8]1[CH:9]=[CH:10][CH:11]=[CH:12][CH:13]=1. The catalyst class is: 1. (9) Reactant: C(OC(=O)[NH:7][C:8]1[CH:13]=[CH:12][C:11]([C:14](=[O:21])[C:15]2[CH:20]=[CH:19][CH:18]=[CH:17][CH:16]=2)=[CH:10][C:9]=1[NH:22][C:23](=[O:32])[CH2:24][C:25](=O)[C:26]1[S:27][CH:28]=[CH:29][CH:30]=1)(C)(C)C.C(O)(C(F)(F)F)=O. Product: [C:14]([C:11]1[CH:12]=[CH:13][C:8]2[N:7]=[C:25]([C:26]3[S:27][CH:28]=[CH:29][CH:30]=3)[CH2:24][C:23](=[O:32])[NH:22][C:9]=2[CH:10]=1)(=[O:21])[C:15]1[CH:20]=[CH:19][CH:18]=[CH:17][CH:16]=1. The catalyst class is: 2. (10) Reactant: [O:1]1[CH2:5][CH2:4][CH:3]([CH2:6][O:7][C:8]([N:10]2[CH2:15][CH2:14][N:13](CC3C=CC=CC=3)[CH2:12][CH2:11]2)=[O:9])[CH2:2]1.[H][H]. Product: [O:1]1[CH2:5][CH2:4][CH:3]([CH2:6][O:7][C:8]([N:10]2[CH2:11][CH2:12][NH:13][CH2:14][CH2:15]2)=[O:9])[CH2:2]1. The catalyst class is: 29.